This data is from Full USPTO retrosynthesis dataset with 1.9M reactions from patents (1976-2016). The task is: Predict the reactants needed to synthesize the given product. The reactants are: [N:1]1[CH:6]=[CH:5][CH:4]=[CH:3][C:2]=1[C:7]1[C:11]([CH2:12][O:13][C:14]2[CH:22]=[CH:21][C:17]([C:18]([OH:20])=O)=[CH:16][N:15]=2)=[CH:10][O:9][N:8]=1.[CH:23]1([NH2:26])[CH2:25][CH2:24]1. Given the product [CH:23]1([NH:26][C:18](=[O:20])[C:17]2[CH:21]=[CH:22][C:14]([O:13][CH2:12][C:11]3[C:7]([C:2]4[CH:3]=[CH:4][CH:5]=[CH:6][N:1]=4)=[N:8][O:9][CH:10]=3)=[N:15][CH:16]=2)[CH2:25][CH2:24]1, predict the reactants needed to synthesize it.